This data is from Catalyst prediction with 721,799 reactions and 888 catalyst types from USPTO. The task is: Predict which catalyst facilitates the given reaction. (1) Reactant: [CH3:1][N:2]1[C:10]2[N:9]=[C:8]([Cl:11])[N:7]([CH2:12][CH:13]=[C:14]([CH3:16])[CH3:15])[C:6]=2[C:5](=[O:17])[NH:4][C:3]1=[O:18].Br[CH2:20][C:21]([C:23]1[CH:28]=[CH:27][CH:26]=[CH:25][C:24]=1[N+:29]([O-:31])=[O:30])=[O:22].C(=O)([O-])[O-].[K+].[K+].[OH-].[Na+]. Product: [N+:29]([C:24]1[CH:25]=[CH:26][CH:27]=[CH:28][C:23]=1[C:21](=[O:22])[CH2:20][N:4]1[C:5](=[O:17])[C:6]2[N:7]([CH2:12][CH:13]=[C:14]([CH3:15])[CH3:16])[C:8]([Cl:11])=[N:9][C:10]=2[N:2]([CH3:1])[C:3]1=[O:18])([O-:31])=[O:30]. The catalyst class is: 9. (2) Reactant: [CH3:1][C:2]1[CH:7]=[CH:6][N:5]=[CH:4][CH:3]=1.[Br-:8].[Br:9][CH2:10][CH2:11][CH2:12][N+:13]([CH2:20][CH2:21][CH3:22])([CH2:17][CH2:18][CH3:19])[CH2:14][CH2:15][CH3:16].CN(C=O)C. Product: [Br-:9].[Br-:8].[CH2:17]([N+:13]([CH2:12][CH2:11][CH3:10])([CH2:14][CH2:15][CH3:16])[CH2:20][CH2:21][CH2:22][N+:5]1[CH:6]=[CH:7][C:2]([CH3:1])=[CH:3][CH:4]=1)[CH2:18][CH3:19]. The catalyst class is: 27. (3) Reactant: [CH2:1]([CH:8]1[CH2:13][CH2:12][N:11]([CH2:14][CH2:15][CH2:16][CH2:17][C:18]([NH:20][NH:21][C:22](=[O:32])[C:23]2[CH:28]=[CH:27][C:26]([N+:29]([O-])=O)=[CH:25][CH:24]=2)=[O:19])[CH2:10][CH2:9]1)[C:2]1[CH:7]=[CH:6][CH:5]=[CH:4][CH:3]=1.[H][H]. Product: [NH2:29][C:26]1[CH:25]=[CH:24][C:23]([C:22]([NH:21][NH:20][C:18](=[O:19])[CH2:17][CH2:16][CH2:15][CH2:14][N:11]2[CH2:10][CH2:9][CH:8]([CH2:1][C:2]3[CH:3]=[CH:4][CH:5]=[CH:6][CH:7]=3)[CH2:13][CH2:12]2)=[O:32])=[CH:28][CH:27]=1. The catalyst class is: 19. (4) Reactant: [Cl:1][CH2:2][C:3](Cl)=[O:4].[C:6]([O:10][C:11](=[O:18])[C@H:12]([C@H:14]([CH2:16][CH3:17])[CH3:15])[NH2:13])([CH3:9])([CH3:8])[CH3:7].C(=O)([O-])[O-].[K+].[K+]. Product: [C:6]([O:10][C:11](=[O:18])[C@H:12]([C@H:14]([CH2:16][CH3:17])[CH3:15])[NH:13][C:3](=[O:4])[CH2:2][Cl:1])([CH3:8])([CH3:9])[CH3:7]. The catalyst class is: 677. (5) Reactant: C1COCC1.[C:6]1([S:12][CH:13]=[CH:14][C:15](Cl)=[O:16])[CH:11]=[CH:10][CH:9]=[CH:8][CH:7]=1.[CH3:18][C:19]1[CH:20]=[C:21]([CH:23]=[CH:24][CH:25]=1)[NH2:22]. Product: [CH3:18][C:19]1[CH:20]=[C:21]([NH:22][C:15](=[O:16])[CH:14]=[CH:13][S:12][C:6]2[CH:11]=[CH:10][CH:9]=[CH:8][CH:7]=2)[CH:23]=[CH:24][CH:25]=1. The catalyst class is: 66. (6) Reactant: Br[C:2]1[CH:7]=[C:6]([CH3:8])[C:5]([NH:9][C:10]([NH:12][C:13]2[CH:18]=[C:17]([F:19])[CH:16]=[CH:15][C:14]=2[C:20]([NH:22][C@@H:23]([CH:28]2[CH2:33][CH2:32][CH2:31][CH2:30][CH2:29]2)[C:24]([O:26][CH3:27])=[O:25])=[O:21])=[O:11])=[C:4]([CH3:34])[CH:3]=1.[CH2:35]([Sn](CCCC)(CCCC)CC=C)[CH2:36][CH2:37]C. Product: [CH:28]1([C@H:23]([NH:22][C:20]([C:14]2[CH:15]=[CH:16][C:17]([F:19])=[CH:18][C:13]=2[NH:12][C:10]([NH:9][C:5]2[C:6]([CH3:8])=[CH:7][C:2]([CH2:37][CH:36]=[CH2:35])=[CH:3][C:4]=2[CH3:34])=[O:11])=[O:21])[C:24]([O:26][CH3:27])=[O:25])[CH2:33][CH2:32][CH2:31][CH2:30][CH2:29]1. The catalyst class is: 790. (7) Reactant: [CH2:1]([O:3][C:4](=[O:12])[C:5]1[CH:10]=[CH:9][CH:8]=[N:7][C:6]=1Cl)[CH3:2].[N:13]1[S:14][N:15]=[C:16]2[CH:21]=[C:20]([OH:22])[CH:19]=[CH:18][C:17]=12.C(=O)([O-])[O-].[Cs+].[Cs+].O. Product: [CH2:1]([O:3][C:4](=[O:12])[C:5]1[CH:10]=[CH:9][CH:8]=[N:7][C:6]=1[O:22][C:20]1[CH:19]=[CH:18][C:17]2=[N:13][S:14][N:15]=[C:16]2[CH:21]=1)[CH3:2]. The catalyst class is: 9.